The task is: Predict the product of the given reaction.. This data is from Forward reaction prediction with 1.9M reactions from USPTO patents (1976-2016). Given the reactants [CH3:1][O:2][C:3]([NH:5][C@@H:6]([C@H:56](OC)[CH3:57])[C:7]([N:9]1[C@H:14]([C:15]2[NH:16][C:17]([C:20]3[CH:25]=[CH:24][C:23]([C:26]4[CH:27]=[C:28]5[C:52](=[CH:53][CH:54]=4)[C:32]4[NH:33][C:34]([C@@H:36]6[CH2:40][CH2:39][CH2:38][N:37]6[C:41](=[O:51])[C@@H:42]([NH:46][C:47](=[O:50])[O:48][CH3:49])[CH:43]([CH3:45])[CH3:44])=[N:35][C:31]=4[CH:30]=[CH:29]5)=[CH:22][CH:21]=3)=[CH:18][N:19]=2)[C@@H:13]2[CH2:55][C@H:10]1[CH2:11][CH2:12]2)=[O:8])=[O:4].CO[C@H:62]([CH3:72])[C@H:63](NC(OC)=O)[C:64](O)=O, predict the reaction product. The product is: [CH3:1][O:2][C:3]([NH:5][C@H:6]([C:56]1[CH:57]=[CH:64][CH:63]=[CH:62][CH:72]=1)[C:7]([N:9]1[C@H:14]([C:15]2[NH:16][C:17]([C:20]3[CH:25]=[CH:24][C:23]([C:26]4[CH:27]=[C:28]5[C:52](=[CH:53][CH:54]=4)[C:32]4[NH:33][C:34]([C@@H:36]6[CH2:40][CH2:39][CH2:38][N:37]6[C:41](=[O:51])[C@@H:42]([NH:46][C:47](=[O:50])[O:48][CH3:49])[CH:43]([CH3:44])[CH3:45])=[N:35][C:31]=4[CH:30]=[CH:29]5)=[CH:22][CH:21]=3)=[CH:18][N:19]=2)[C@@H:13]2[CH2:55][C@H:10]1[CH2:11][CH2:12]2)=[O:8])=[O:4].